This data is from NCI-60 drug combinations with 297,098 pairs across 59 cell lines. The task is: Regression. Given two drug SMILES strings and cell line genomic features, predict the synergy score measuring deviation from expected non-interaction effect. (1) Drug 1: C1=NC2=C(N1)C(=S)N=C(N2)N. Drug 2: CCC1(CC2CC(C3=C(CCN(C2)C1)C4=CC=CC=C4N3)(C5=C(C=C6C(=C5)C78CCN9C7C(C=CC9)(C(C(C8N6C=O)(C(=O)OC)O)OC(=O)C)CC)OC)C(=O)OC)O.OS(=O)(=O)O. Cell line: SK-OV-3. Synergy scores: CSS=41.2, Synergy_ZIP=-0.254, Synergy_Bliss=-0.609, Synergy_Loewe=-1.28, Synergy_HSA=-1.26. (2) Drug 1: CC(C)CN1C=NC2=C1C3=CC=CC=C3N=C2N. Drug 2: C1C(C(OC1N2C=NC(=NC2=O)N)CO)O. Cell line: COLO 205. Synergy scores: CSS=12.7, Synergy_ZIP=0.599, Synergy_Bliss=-1.50, Synergy_Loewe=-10.7, Synergy_HSA=-5.90. (3) Drug 1: CC12CCC3C(C1CCC2O)C(CC4=C3C=CC(=C4)O)CCCCCCCCCS(=O)CCCC(C(F)(F)F)(F)F. Drug 2: CC1=C2C(C(=O)C3(C(CC4C(C3C(C(C2(C)C)(CC1OC(=O)C(C(C5=CC=CC=C5)NC(=O)OC(C)(C)C)O)O)OC(=O)C6=CC=CC=C6)(CO4)OC(=O)C)O)C)O. Cell line: UACC62. Synergy scores: CSS=4.76, Synergy_ZIP=3.57, Synergy_Bliss=10.4, Synergy_Loewe=3.13, Synergy_HSA=2.44. (4) Drug 1: CNC(=O)C1=NC=CC(=C1)OC2=CC=C(C=C2)NC(=O)NC3=CC(=C(C=C3)Cl)C(F)(F)F. Drug 2: C(CN)CNCCSP(=O)(O)O. Cell line: SNB-19. Synergy scores: CSS=-2.88, Synergy_ZIP=0.563, Synergy_Bliss=-1.54, Synergy_Loewe=-1.49, Synergy_HSA=-3.32.